From a dataset of Reaction yield outcomes from USPTO patents with 853,638 reactions. Predict the reaction yield, written as a fraction of the theoretical maximum amount of product (1.0 means a 100% yield; for example, 0.34 means a 34% yield). (1) The reactants are [C:1]1([C:11](Cl)=[O:12])[C:10]2[C:5](=[CH:6][CH:7]=[CH:8][CH:9]=2)[CH:4]=[CH:3][CH:2]=1.[Cl-].[Cl-].[Cl-].[Al+3].[CH2:18]([C:21]1[N:25]2[CH:26]=[CH:27][CH:28]=[CH:29][C:24]2=[CH:23][N:22]=1)[CH2:19][CH3:20]. The catalyst is ClCCCl. The product is [CH2:18]([C:21]1[N:25]2[CH:26]=[CH:27][CH:28]=[CH:29][C:24]2=[C:23]([C:11]([C:1]2[C:10]3[C:5](=[CH:6][CH:7]=[CH:8][CH:9]=3)[CH:4]=[CH:3][CH:2]=2)=[O:12])[N:22]=1)[CH2:19][CH3:20]. The yield is 0.280. (2) The reactants are [Cl:1][C:2]1[N:7]=[CH:6][C:5]([CH:8]2[CH2:12][CH2:11][C:10](=[O:13])[CH2:9]2)=[CH:4][CH:3]=1.CO.[BH4-].[Na+]. The catalyst is C(Cl)Cl.O. The product is [Cl:1][C:2]1[N:7]=[CH:6][C:5]([CH:8]2[CH2:12][CH2:11][CH:10]([OH:13])[CH2:9]2)=[CH:4][CH:3]=1. The yield is 1.00. (3) The reactants are C(O)(C(F)(F)F)=O.[C:8]([C:10](=[CH2:16])[C:11]([O:13][CH2:14][CH3:15])=[O:12])#[N:9].[CH2:17]([N:24]([CH2:28][Si](C)(C)C)[CH2:25]OC)[C:18]1[CH:23]=[CH:22][CH:21]=[CH:20][CH:19]=1. The catalyst is C(Cl)Cl. The product is [CH2:17]([N:24]1[CH2:25][CH2:16][C:10]([C:8]#[N:9])([C:11]([O:13][CH2:14][CH3:15])=[O:12])[CH2:28]1)[C:18]1[CH:19]=[CH:20][CH:21]=[CH:22][CH:23]=1. The yield is 0.940. (4) The product is [Cl:1][C:2]1[CH:10]=[C:9]2[C:5]([C:6]([C:11]([OH:16])=[O:17])=[CH:7][NH:8]2)=[CH:4][CH:3]=1. No catalyst specified. The yield is 0.960. The reactants are [Cl:1][C:2]1[CH:10]=[C:9]2[C:5]([C:6]([C:11](=[O:16])C(F)(F)F)=[CH:7][NH:8]2)=[CH:4][CH:3]=1.[OH-:17].[K+].Cl. (5) The reactants are [CH3:1][C:2]1[CH:3]=[C:4]([C:8]2[N:9]=[C:10]([C:26]3[CH:31]=[CH:30][C:29]([S:32]([CH3:35])(=[O:34])=[O:33])=[CH:28][CH:27]=3)[S:11][C:12]=2[C:13]2[CH:18]=[CH:17][N:16]=[C:15]([S:19][C:20]3[CH:25]=[CH:24][CH:23]=[CH:22][CH:21]=3)[CH:14]=2)[CH:5]=[CH:6][CH:7]=1.ClC1C=CC=C(C(OO)=[O:44])C=1.[OH-:47].[Na+]. The product is [CH3:1][C:2]1[CH:3]=[C:4]([C:8]2[N:9]=[C:10]([C:26]3[CH:27]=[CH:28][C:29]([S:32]([CH3:35])(=[O:34])=[O:33])=[CH:30][CH:31]=3)[S:11][C:12]=2[C:13]2[CH:18]=[CH:17][N:16]=[C:15]([S:19]([C:20]3[CH:25]=[CH:24][CH:23]=[CH:22][CH:21]=3)(=[O:44])=[O:47])[CH:14]=2)[CH:5]=[CH:6][CH:7]=1. The yield is 0.820. The catalyst is CN(C)C=O.